This data is from Full USPTO retrosynthesis dataset with 1.9M reactions from patents (1976-2016). The task is: Predict the reactants needed to synthesize the given product. (1) Given the product [F:15][C:16]([F:29])([F:28])[S:17]([O:14][C:11]1[CH:10]=[C:9]2[C:5]3[C:6](=[N:1][CH:2]=[CH:3][CH:4]=3)[N:7]([S:17]([C:16]([F:15])([F:28])[F:29])(=[O:18])=[O:19])[C:8]2=[CH:13][N:12]=1)(=[O:19])=[O:18], predict the reactants needed to synthesize it. The reactants are: [N:1]1[C:6]2[NH:7][C:8]3[CH:13]=[N:12][C:11]([OH:14])=[CH:10][C:9]=3[C:5]=2[CH:4]=[CH:3][CH:2]=1.[F:15][C:16]([F:29])([F:28])[S:17](O[S:17]([C:16]([F:29])([F:28])[F:15])(=[O:19])=[O:18])(=[O:19])=[O:18]. (2) Given the product [CH:11]([CH:12]([CH:13]=[O:14])[C:3]([O:5][CH2:6][CH3:7])=[O:4])=[O:10], predict the reactants needed to synthesize it. The reactants are: [H-].[Na+].[CH:3]([O:5][CH2:6][CH3:7])=[O:4].C([O:10][CH:11](OCC)[CH2:12][C:13](OCC)=[O:14])C. (3) Given the product [NH2:25][CH2:24][C@H:20]1[CH2:21][CH2:22][CH2:23][N:18]([C:16]2[C:15]3[C:10](=[CH:11][C:12]([CH3:36])=[CH:13][CH:14]=3)[N:9]=[C:8]([C:3]3[CH:4]=[CH:5][CH:6]=[CH:7][C:2]=3[OH:1])[N:17]=2)[CH2:19]1, predict the reactants needed to synthesize it. The reactants are: [OH:1][C:2]1[CH:7]=[CH:6][CH:5]=[CH:4][C:3]=1[C:8]1[N:17]=[C:16]([N:18]2[CH2:23][CH2:22][CH2:21][C@H:20]([CH2:24][NH:25]C(=O)OCC3C=CC=CC=3)[CH2:19]2)[C:15]2[C:10](=[CH:11][C:12]([CH3:36])=[CH:13][CH:14]=2)[N:9]=1. (4) Given the product [I:12][C:8]1[CH:7]=[C:6]2[C:11]([C:2]([N:14]3[CH2:18][CH2:17][CH2:16][CH2:15]3)=[CH:3][C:4]([CH3:13])=[N:5]2)=[CH:10][CH:9]=1, predict the reactants needed to synthesize it. The reactants are: Cl[C:2]1[C:11]2[C:6](=[CH:7][C:8]([I:12])=[CH:9][CH:10]=2)[N:5]=[C:4]([CH3:13])[CH:3]=1.[NH:14]1[CH2:18][CH2:17][CH2:16][CH2:15]1.N1C=CC=CC=1.[I-].[K+].